Dataset: Reaction yield outcomes from USPTO patents with 853,638 reactions. Task: Predict the reaction yield, written as a fraction of the theoretical maximum amount of product (1.0 means a 100% yield; for example, 0.34 means a 34% yield). The reactants are [C:1]([O:5][C:6]([NH:8][CH2:9][CH2:10][CH2:11][C:12]([O:14]CC)=[O:13])=[O:7])([CH3:4])([CH3:3])[CH3:2]. The catalyst is C1COCC1.O.O. The product is [C:1]([O:5][C:6]([NH:8][CH2:9][CH2:10][CH2:11][C:12]([OH:14])=[O:13])=[O:7])([CH3:4])([CH3:2])[CH3:3]. The yield is 1.00.